From a dataset of Forward reaction prediction with 1.9M reactions from USPTO patents (1976-2016). Predict the product of the given reaction. Given the reactants OC[C:3]1[CH:4]=[C:5]([CH:8]=[C:9]([C:11]([F:14])([F:13])[F:12])[CH:10]=1)[C:6]#[N:7].[C:15]([Br:19])(Br)(Br)Br.C1(P(C2C=CC=CC=2)C2C=CC=CC=2)C=CC=CC=1, predict the reaction product. The product is: [Br:19][C:15]1[C:4]([CH3:3])=[C:5]([CH:8]=[C:9]([C:11]([F:12])([F:14])[F:13])[CH:10]=1)[C:6]#[N:7].